From a dataset of Catalyst prediction with 721,799 reactions and 888 catalyst types from USPTO. Predict which catalyst facilitates the given reaction. Reactant: C([O:8][C:9]1[CH:10]=[C:11]([CH:33]=[CH:34][CH:35]=1)[CH2:12][C:13]1([CH3:32])[C:18](=[O:19])[N:17]([CH3:20])/[C:16](=[CH:21]\[C:22]2[C:23]([C:28]#[N:29])=[N:24][CH:25]=[CH:26][CH:27]=2)/[C:15](=[O:30])[N:14]1[CH3:31])C1C=CC=CC=1.O. Product: [OH:8][C:9]1[CH:10]=[C:11]([CH:33]=[CH:34][CH:35]=1)[CH2:12][C:13]1([CH3:32])[C:18](=[O:19])[N:17]([CH3:20])[C:16](=[CH:21][C:22]2[C:23]([C:28]#[N:29])=[N:24][CH:25]=[CH:26][CH:27]=2)[C:15](=[O:30])[N:14]1[CH3:31]. The catalyst class is: 2.